Dataset: Full USPTO retrosynthesis dataset with 1.9M reactions from patents (1976-2016). Task: Predict the reactants needed to synthesize the given product. (1) Given the product [NH2:40][CH:37]1[CH2:38][CH2:39][N:34]([S:31]([C:26]2[CH:27]=[CH:28][CH:29]=[CH:30][C:25]=2[C:6]2[CH:5]=[CH:4][C:3]([C:17]3[N:18]=[CH:19][C:20]([NH2:23])=[N:21][CH:22]=3)=[C:2]([F:1])[CH:7]=2)(=[O:33])=[O:32])[CH2:35][CH2:36]1, predict the reactants needed to synthesize it. The reactants are: [F:1][C:2]1[CH:7]=[C:6](B2OC(C)(C)C(C)(C)O2)[CH:5]=[CH:4][C:3]=1[C:17]1[N:18]=[CH:19][C:20]([NH2:23])=[N:21][CH:22]=1.Br[C:25]1[CH:30]=[CH:29][CH:28]=[CH:27][C:26]=1[S:31]([N:34]1[CH2:39][CH2:38][CH:37]([NH2:40])[CH2:36][CH2:35]1)(=[O:33])=[O:32]. (2) The reactants are: C([O:3][C:4](=[O:24])[CH2:5][CH2:6][C:7]1[CH:12]=[CH:11][C:10]([S:13][CH2:14][CH2:15][C@H:16]([O:18]S(C)(=O)=O)[CH3:17])=[CH:9][C:8]=1[CH3:23])C.[F:25][C:26]1[CH:43]=[C:42]([F:44])[CH:41]=[CH:40][C:27]=1[O:28][C:29]1[CH:34]=[C:33]([C:35]([F:38])([F:37])[F:36])[CH:32]=[CH:31][C:30]=1O. Given the product [F:25][C:26]1[CH:43]=[C:42]([F:44])[CH:41]=[CH:40][C:27]=1[O:28][C:29]1[CH:34]=[C:33]([C:35]([F:38])([F:37])[F:36])[CH:32]=[CH:31][C:30]=1[O:18][C@@H:16]([CH3:17])[CH2:15][CH2:14][S:13][C:10]1[CH:11]=[CH:12][C:7]([CH2:6][CH2:5][C:4]([OH:3])=[O:24])=[C:8]([CH3:23])[CH:9]=1, predict the reactants needed to synthesize it. (3) The reactants are: [OH:1][CH2:2][C:3]1([C:18]2[CH:23]=[CH:22][CH:21]=[CH:20][CH:19]=2)[CH2:9][CH:8]2[N:10]([C:11]([O:13][C:14]([CH3:17])([CH3:16])[CH3:15])=[O:12])[CH:5]([CH2:6][CH2:7]2)[CH2:4]1.[S:24](Cl)([CH3:27])(=[O:26])=[O:25].C(N(CC)CC)C.C(=O)([O-])O.[Na+]. Given the product [CH3:27][S:24]([O:1][CH2:2][C:3]1([C:18]2[CH:19]=[CH:20][CH:21]=[CH:22][CH:23]=2)[CH2:4][CH:5]2[N:10]([C:11]([O:13][C:14]([CH3:17])([CH3:15])[CH3:16])=[O:12])[CH:8]([CH2:7][CH2:6]2)[CH2:9]1)(=[O:26])=[O:25], predict the reactants needed to synthesize it. (4) Given the product [Cl:13][CH2:14][C:15]([N:3]([CH2:4][CH3:5])[CH2:1][CH3:2])=[O:16], predict the reactants needed to synthesize it. The reactants are: [CH2:1]([NH:3][CH2:4][CH3:5])[CH3:2].C(N(CC)CC)C.[Cl:13][CH2:14][C:15](Cl)=[O:16]. (5) Given the product [NH2:18][C:19]1[C:23]2[CH:24]=[C:25]([C:28]3[C:29](=[O:62])[N:30]([C:34]4[C:39]([F:40])=[CH:38][C:37]([S:41]([NH:44][C:45]5[S:49][N:48]=[CH:47][N:46]=5)(=[O:43])=[O:42])=[C:36]([F:61])[CH:35]=4)[CH:31]=[CH:32][CH:33]=3)[CH:26]=[CH:27][C:22]=2[O:21][N:20]=1, predict the reactants needed to synthesize it. The reactants are: ClC1C=CC(O)=C(C2C=NN3C=CC=NC=23)C=1.[NH2:18][C:19]1[C:23]2[CH:24]=[C:25]([C:28]3[C:29](=[O:62])[N:30]([C:34]4[C:39]([F:40])=[CH:38][C:37]([S:41]([N:44](CC5C=CC(OC)=CC=5OC)[C:45]5[S:49][N:48]=[CH:47][N:46]=5)(=[O:43])=[O:42])=[C:36]([F:61])[CH:35]=4)[CH:31]=[CH:32][CH:33]=3)[CH:26]=[CH:27][C:22]=2[O:21][N:20]=1. (6) Given the product [N:35]1([CH2:36][CH2:42][NH:44][S:29]([NH:32][C:33](=[O:34])[O:27][CH2:26]/[CH:25]=[CH:24]/[C:14]2[CH:15]=[CH:16][C:17]([O:19][CH2:20][CH2:21][O:22][CH3:23])=[CH:18][C:13]=2[O:12][C:3]2[C:2]([Cl:1])=[CH:7][C:6]([C:8]([F:9])([F:11])[F:10])=[CH:5][N:4]=2)(=[O:31])=[O:30])[CH2:40][CH2:39][CH2:38][CH2:37]1, predict the reactants needed to synthesize it. The reactants are: [Cl:1][C:2]1[C:3]([O:12][C:13]2[CH:18]=[C:17]([O:19][CH2:20][CH2:21][O:22][CH3:23])[CH:16]=[CH:15][C:14]=2/[CH:24]=[CH:25]/[CH2:26][OH:27])=[N:4][CH:5]=[C:6]([C:8]([F:11])([F:10])[F:9])[CH:7]=1.Cl[S:29]([N:32]=[C:33]=[O:34])(=[O:31])=[O:30].[N:35]1[CH:40]=[CH:39][CH:38]=[CH:37][CH:36]=1.Cl.[C:42](#[N:44])C.